Predict the reaction yield, written as a fraction of the theoretical maximum amount of product (1.0 means a 100% yield; for example, 0.34 means a 34% yield). From a dataset of Reaction yield outcomes from USPTO patents with 853,638 reactions. (1) The reactants are [CH3:1][C:2]1([CH3:20])[C:7]2[CH:8]=[C:9]([C:12]3[NH:16][C:15]([C:17]#[N:18])=[CH:14][CH:13]=3)[CH:10]=[CH:11][C:6]=2[NH:5][C:4](=[O:19])[O:3]1.[C:21](=O)([O-])[O-].[K+].[K+].IC.O. The catalyst is CN(C)C=O. The product is [CH3:1][C:2]1([CH3:20])[C:7]2[CH:8]=[C:9]([C:12]3[N:16]([CH3:21])[C:15]([C:17]#[N:18])=[CH:14][CH:13]=3)[CH:10]=[CH:11][C:6]=2[NH:5][C:4](=[O:19])[O:3]1. The yield is 0.410. (2) The reactants are [CH:1]([C:3]1[CH:8]=[C:7](Br)[CH:6]=[C:5]([CH:10]=[O:11])[C:4]=1[OH:12])=[O:2].[CH:13]#[C:14][CH2:15][CH2:16][CH2:17][CH2:18][CH2:19][CH2:20][CH2:21][CH2:22][CH2:23][CH3:24]. The catalyst is C(#N)C.[Cu]I.C1(C=CC=CC=1)[P](C1C=CC=CC=1)(C1C=CC=CC=1)[Pd][P](C1C=CC=CC=1)(C1C=CC=CC=1)C1C=CC=CC=1. The product is [CH:1]([C:3]1[CH:8]=[C:7]([C:13]#[C:14][CH2:15][CH2:16][CH2:17][CH2:18][CH2:19][CH2:20][CH2:21][CH2:22][CH2:23][CH3:24])[CH:6]=[C:5]([CH:10]=[O:11])[C:4]=1[OH:12])=[O:2]. The yield is 0.460. (3) The reactants are [CH3:1][C:2]1[C:7]2[C:8]([CH2:11][N:12]3[C:16]4[CH:17]=[CH:18][CH:19]=[CH:20][C:15]=4[N:14]=[C:13]3[S:21][CH2:22][CH2:23][CH2:24][C:25]([OH:27])=[O:26])=[CH:9][S:10][C:6]=2[CH:5]=[CH:4][CH:3]=1.[ClH:28]. The product is [ClH:28].[CH3:1][C:2]1[C:7]2[C:8]([CH2:11][N:12]3[C:16]4[CH:17]=[CH:18][CH:19]=[CH:20][C:15]=4[N:14]=[C:13]3[S:21][CH2:22][CH2:23][CH2:24][C:25]([OH:27])=[O:26])=[CH:9][S:10][C:6]=2[CH:5]=[CH:4][CH:3]=1. The catalyst is O1CCOCC1. The yield is 0.990. (4) The reactants are [NH2:1][C:2]1[N:7]=[CH:6][N:5]=[C:4]2[N:8]([CH:12]([C:14]3[O:15][C:16]4[C:21]([C:22](=[O:31])[C:23]=3[C:24]3[CH:29]=[CH:28][CH:27]=[C:26]([F:30])[CH:25]=3)=[CH:20][CH:19]=[CH:18][CH:17]=4)[CH3:13])[N:9]=[C:10](I)[C:3]=12.C(=O)([O-])[O-].[Na+].[Na+].ClCCl.[CH3:41][N:42]([CH:44]=O)C. The catalyst is C(O)C.O. The product is [NH2:1][C:2]1[N:7]=[CH:6][N:5]=[C:4]2[N:8]([CH:12]([C:14]3[O:15][C:16]4[C:21]([C:22](=[O:31])[C:23]=3[C:24]3[CH:29]=[CH:28][CH:27]=[C:26]([F:30])[CH:25]=3)=[CH:20][CH:19]=[CH:18][CH:17]=4)[CH3:13])[N:9]=[C:10]([C:21]3[CH:20]=[C:44]4[C:14]([C:12]([CH3:13])=[N:8][N:42]4[CH3:41])=[CH:23][CH:22]=3)[C:3]=12. The yield is 0.170.